Dataset: Catalyst prediction with 721,799 reactions and 888 catalyst types from USPTO. Task: Predict which catalyst facilitates the given reaction. (1) Reactant: [F:1][CH:2]([F:21])[O:3][C:4]1[CH:5]=[C:6]([O:19][CH3:20])[C:7]([N+:16]([O-])=O)=[C:8]([N:10]2[CH:14]=[C:13]([CH3:15])[N:12]=[CH:11]2)[CH:9]=1.C1COCC1.C([O-])=O.[NH4+]. Product: [F:21][CH:2]([F:1])[O:3][C:4]1[CH:9]=[C:8]([N:10]2[CH:14]=[C:13]([CH3:15])[N:12]=[CH:11]2)[C:7]([NH2:16])=[C:6]([O:19][CH3:20])[CH:5]=1. The catalyst class is: 43. (2) Reactant: C1(P(C2C=CC=CC=2)C2C=CC=CC=2)C=CC=CC=1.[CH2:20]([O:27][C:28]([NH:30][C:31]([C:33]1[CH:42]=[CH:41][C:36]([CH2:37][N:38]=[N+]=[N-])=[CH:35][CH:34]=1)=[NH:32])=[O:29])[C:21]1[CH:26]=[CH:25][CH:24]=[CH:23][CH:22]=1.C(C(Br)C1C=CC=CC=1)#N. Product: [NH2:38][CH2:37][C:36]1[CH:41]=[CH:42][C:33]([C:31](=[NH:32])[NH:30][C:28]([O:27][CH2:20][C:21]2[CH:26]=[CH:25][CH:24]=[CH:23][CH:22]=2)=[O:29])=[CH:34][CH:35]=1. The catalyst class is: 1. (3) Reactant: [CH2:1]([O:8][C:9]1[CH:34]=[CH:33][C:12]([NH:13][C:14]2[C:23]3[C:18](=[CH:19][C:20]([O:28][CH2:29][CH3:30])=[C:21]([NH:24]C(=O)C)[CH:22]=3)[N:17]=[CH:16][C:15]=2[C:31]#[N:32])=[CH:11][C:10]=1[Cl:35])[C:2]1[CH:7]=[CH:6][CH:5]=[CH:4][CH:3]=1.[OH-].[K+]. Product: [NH2:24][C:21]1[CH:22]=[C:23]2[C:18](=[CH:19][C:20]=1[O:28][CH2:29][CH3:30])[N:17]=[CH:16][C:15]([C:31]#[N:32])=[C:14]2[NH:13][C:12]1[CH:33]=[CH:34][C:9]([O:8][CH2:1][C:2]2[CH:3]=[CH:4][CH:5]=[CH:6][CH:7]=2)=[C:10]([Cl:35])[CH:11]=1. The catalyst class is: 5. (4) Reactant: CCN(C(C)C)C(C)C.[OH:10][C:11]1[CH:12]=[CH:13][CH:14]=[C:15]2[C:20]=1[O:19][C:18](=[O:21])[C:17]([C:22]([OH:24])=O)=[CH:16]2.CN(C(ON1N=NC2C=CC=NC1=2)=[N+](C)C)C.F[P-](F)(F)(F)(F)F.[CH2:49]([O:51][C:52]1[C:57]([C:58]2[CH:59]=[C:60]([NH2:64])[CH:61]=[CH:62][CH:63]=2)=[CH:56][CH:55]=[CH:54][N:53]=1)[CH3:50]. Product: [CH2:49]([O:51][C:52]1[C:57]([C:58]2[CH:59]=[C:60]([NH:64][C:22]([C:17]3[C:18](=[O:21])[O:19][C:20]4[C:15]([CH:16]=3)=[CH:14][CH:13]=[CH:12][C:11]=4[OH:10])=[O:24])[CH:61]=[CH:62][CH:63]=2)=[CH:56][CH:55]=[CH:54][N:53]=1)[CH3:50]. The catalyst class is: 3. (5) Reactant: C1C=CC(P(C2C=CC=CC=2)C2C=CC=CC=2)=CC=1.CC(OC(/N=N/C(OC(C)C)=O)=O)C.[O:34]1[CH2:39][CH2:38][N:37]([C:40]2[CH:45]=[CH:44][N:43]=[C:42]([CH2:46][OH:47])[N:41]=2)[CH2:36][CH2:35]1.O[C:49]1[CH:59]=[N:58][CH:57]=[CH:56][C:50]=1[C:51]([O:53][CH2:54][CH3:55])=[O:52]. Product: [O:34]1[CH2:39][CH2:38][N:37]([C:40]2[CH:45]=[CH:44][N:43]=[C:42]([CH2:46][O:47][C:49]3[CH:59]=[N:58][CH:57]=[CH:56][C:50]=3[C:51]([O:53][CH2:54][CH3:55])=[O:52])[N:41]=2)[CH2:36][CH2:35]1. The catalyst class is: 1.